Regression. Given two drug SMILES strings and cell line genomic features, predict the synergy score measuring deviation from expected non-interaction effect. From a dataset of NCI-60 drug combinations with 297,098 pairs across 59 cell lines. (1) Drug 1: C1=CC=C(C=C1)NC(=O)CCCCCCC(=O)NO. Drug 2: CC1C(C(CC(O1)OC2CC(CC3=C2C(=C4C(=C3O)C(=O)C5=C(C4=O)C(=CC=C5)OC)O)(C(=O)CO)O)N)O.Cl. Cell line: RPMI-8226. Synergy scores: CSS=49.2, Synergy_ZIP=-5.72, Synergy_Bliss=-5.08, Synergy_Loewe=-7.95, Synergy_HSA=-1.46. (2) Drug 1: CC12CCC(CC1=CCC3C2CCC4(C3CC=C4C5=CN=CC=C5)C)O. Drug 2: CC1C(C(CC(O1)OC2CC(CC3=C2C(=C4C(=C3O)C(=O)C5=CC=CC=C5C4=O)O)(C(=O)C)O)N)O. Cell line: CAKI-1. Synergy scores: CSS=40.1, Synergy_ZIP=0.259, Synergy_Bliss=0.755, Synergy_Loewe=0.975, Synergy_HSA=2.46. (3) Drug 1: C1CCC(C1)C(CC#N)N2C=C(C=N2)C3=C4C=CNC4=NC=N3. Drug 2: C1=CC=C(C(=C1)C(C2=CC=C(C=C2)Cl)C(Cl)Cl)Cl. Cell line: LOX IMVI. Synergy scores: CSS=10.6, Synergy_ZIP=-2.49, Synergy_Bliss=-0.487, Synergy_Loewe=0.228, Synergy_HSA=1.33. (4) Drug 1: CC12CCC(CC1=CCC3C2CCC4(C3CC=C4C5=CN=CC=C5)C)O. Drug 2: CN(C)C1=NC(=NC(=N1)N(C)C)N(C)C. Cell line: U251. Synergy scores: CSS=2.99, Synergy_ZIP=-1.34, Synergy_Bliss=-0.866, Synergy_Loewe=-8.17, Synergy_HSA=-3.27. (5) Drug 1: C1=CC(=CC=C1CCC2=CNC3=C2C(=O)NC(=N3)N)C(=O)NC(CCC(=O)O)C(=O)O. Drug 2: CC1C(C(=O)NC(C(=O)N2CCCC2C(=O)N(CC(=O)N(C(C(=O)O1)C(C)C)C)C)C(C)C)NC(=O)C3=C4C(=C(C=C3)C)OC5=C(C(=O)C(=C(C5=N4)C(=O)NC6C(OC(=O)C(N(C(=O)CN(C(=O)C7CCCN7C(=O)C(NC6=O)C(C)C)C)C)C(C)C)C)N)C. Cell line: SF-295. Synergy scores: CSS=27.7, Synergy_ZIP=0.0212, Synergy_Bliss=0.541, Synergy_Loewe=0.183, Synergy_HSA=0.948. (6) Drug 1: CNC(=O)C1=NC=CC(=C1)OC2=CC=C(C=C2)NC(=O)NC3=CC(=C(C=C3)Cl)C(F)(F)F. Drug 2: CCC1(C2=C(COC1=O)C(=O)N3CC4=CC5=C(C=CC(=C5CN(C)C)O)N=C4C3=C2)O.Cl. Cell line: NCIH23. Synergy scores: CSS=28.0, Synergy_ZIP=-0.761, Synergy_Bliss=0.382, Synergy_Loewe=-15.0, Synergy_HSA=-1.28. (7) Cell line: 786-0. Drug 1: C1CCN(CC1)CCOC2=CC=C(C=C2)C(=O)C3=C(SC4=C3C=CC(=C4)O)C5=CC=C(C=C5)O. Synergy scores: CSS=-1.32, Synergy_ZIP=6.12, Synergy_Bliss=1.01, Synergy_Loewe=-1.44, Synergy_HSA=-1.51. Drug 2: C1CN(P(=O)(OC1)NCCCl)CCCl. (8) Drug 1: COC1=CC(=CC(=C1O)OC)C2C3C(COC3=O)C(C4=CC5=C(C=C24)OCO5)OC6C(C(C7C(O6)COC(O7)C8=CC=CS8)O)O. Drug 2: CCC1(CC2CC(C3=C(CCN(C2)C1)C4=CC=CC=C4N3)(C5=C(C=C6C(=C5)C78CCN9C7C(C=CC9)(C(C(C8N6C)(C(=O)OC)O)OC(=O)C)CC)OC)C(=O)OC)O.OS(=O)(=O)O. Cell line: HCT-15. Synergy scores: CSS=55.7, Synergy_ZIP=0.427, Synergy_Bliss=3.23, Synergy_Loewe=3.03, Synergy_HSA=3.71.